From a dataset of Kir2.1 potassium channel HTS with 301,493 compounds. Binary Classification. Given a drug SMILES string, predict its activity (active/inactive) in a high-throughput screening assay against a specified biological target. The molecule is S(c1n(c2c(n(c(=O)[nH]c2=O)C)n1)CC=C)c1scc(n1)C. The result is 0 (inactive).